The task is: Predict the reactants needed to synthesize the given product.. This data is from Retrosynthesis with 50K atom-mapped reactions and 10 reaction types from USPTO. (1) Given the product CS(=O)c1nccc(-c2sc(C3CC3)nc2-c2cc(Cl)cc(NS(C)(=O)=O)c2F)n1, predict the reactants needed to synthesize it. The reactants are: CSc1nccc(-c2sc(C3CC3)nc2-c2cc(Cl)cc(NS(C)(=O)=O)c2F)n1.O=C(OO)c1cccc(Cl)c1. (2) Given the product COCCCOc1ccccc1C(=O)NC[C@@H](C[C@@H](C=O)NC(=O)OC(C)(C)C)C(C)C, predict the reactants needed to synthesize it. The reactants are: COCCCOc1ccccc1C(=O)NC[C@@H](C[C@@H](CO)NC(=O)OC(C)(C)C)C(C)C. (3) Given the product CC(C)(C)c1nc2c(s1)CCc1nc(N)sc1-2, predict the reactants needed to synthesize it. The reactants are: CC(=O)Nc1nc2c(s1)-c1nc(C(C)(C)C)sc1CC2. (4) Given the product C[C@H](Nc1cc(OCC2CC2)cc(Cl)n1)c1ccc(F)cc1, predict the reactants needed to synthesize it. The reactants are: C[C@H](N)c1ccc(F)cc1.Clc1cc(OCC2CC2)cc(Cl)n1. (5) Given the product CC(=O)N[C@H](C)C(=O)N1CCN(CCCOc2ccc(C(C)=O)cc2)CC1, predict the reactants needed to synthesize it. The reactants are: CC(=O)Cl.CC(=O)c1ccc(OCCCN2CCN(C(=O)[C@@H](C)N)CC2)cc1. (6) Given the product c1cc(N2CCOCC2)ncc1-c1nc2c(s1)CCN(C1CCC1)CC2, predict the reactants needed to synthesize it. The reactants are: C1COCCN1.Clc1ccc(-c2nc3c(s2)CCN(C2CCC2)CC3)cn1. (7) Given the product CC(C)(C)c1cc(OC(=S)Cl)ccc1Br, predict the reactants needed to synthesize it. The reactants are: CC(C)(C)c1cc(O)ccc1Br.S=C(Cl)Cl.